Task: Predict which catalyst facilitates the given reaction.. Dataset: Catalyst prediction with 721,799 reactions and 888 catalyst types from USPTO (1) Reactant: [CH3:1][O:2][C:3]1[CH:12]=[C:11]2[C:6]([CH2:7][CH2:8][NH:9][C:10]2=[O:13])=[CH:5][CH:4]=1.I[C:15]1[CH:16]=[N:17][CH:18]=[CH:19][C:20]=1[CH3:21].P([O-])([O-])([O-])=O.[K+].[K+].[K+]. Product: [CH3:1][O:2][C:3]1[CH:12]=[C:11]2[C:6]([CH2:7][CH2:8][N:9]([C:15]3[CH:16]=[N:17][CH:18]=[CH:19][C:20]=3[CH3:21])[C:10]2=[O:13])=[CH:5][CH:4]=1. The catalyst class is: 246. (2) Reactant: [CH:1]1([O:6][C:7]2[N:14]=[C:13]([O:15][C:16]3[CH:21]=[CH:20][C:19]([B:22]4[O:26]C(C)(C)C(C)(C)[O:23]4)=[C:18]([CH:31]=O)[CH:17]=3)[CH:12]=[CH:11][C:8]=2[C:9]#[N:10])[CH2:5][CH2:4][CH2:3][CH2:2]1.[BH4-].[Na+].Cl.O. Product: [CH:1]1([O:6][C:7]2[N:14]=[C:13]([O:15][C:16]3[CH:21]=[CH:20][C:19]4[B:22]([OH:26])[O:23][CH2:31][C:18]=4[CH:17]=3)[CH:12]=[CH:11][C:8]=2[C:9]#[N:10])[CH2:2][CH2:3][CH2:4][CH2:5]1. The catalyst class is: 5. (3) Reactant: C([O:3][C:4]([C:6]1[N:7]=[C:8]([CH2:11][O:12][C:13]2[CH:18]=[CH:17][C:16](I)=[CH:15][CH:14]=2)[S:9][CH:10]=1)=[O:5])C.C(=O)([O-])[O-].[K+].[K+].[C:26]([NH:29][C:30]1[CH:31]=[C:32](B(O)O)[CH:33]=[CH:34][CH:35]=1)(=[O:28])[CH3:27].Cl. Product: [C:26]([NH:29][C:30]1[CH:35]=[C:34]([C:16]2[CH:15]=[CH:14][C:13]([O:12][CH2:11][C:8]3[S:9][CH:10]=[C:6]([C:4]([OH:3])=[O:5])[N:7]=3)=[CH:18][CH:17]=2)[CH:33]=[CH:32][CH:31]=1)(=[O:28])[CH3:27]. The catalyst class is: 127. (4) Reactant: [O:1]=[C:2]1[CH2:10][C:9]2[C:4](=[CH:5][CH:6]=[C:7]([NH:11][C:12](=[O:16])[C:13]([OH:15])=O)[CH:8]=2)[NH:3]1.[O:17]([CH:24]1[CH2:29][CH2:28]N(C)CC1)[C:18]1[CH:23]=[CH:22][CH:21]=[CH:20][CH:19]=1. Product: [O:15]=[C:13]([N:3]1[CH2:4][CH2:28][CH:29]([CH2:24][O:17][C:18]2[CH:19]=[CH:20][CH:21]=[CH:22][CH:23]=2)[CH2:10][CH2:2]1)[C:12]([NH:11][C:7]1[CH:8]=[C:9]2[C:4](=[CH:5][CH:6]=1)[NH:3][C:2](=[O:1])[CH2:10]2)=[O:16]. The catalyst class is: 27.